Dataset: Full USPTO retrosynthesis dataset with 1.9M reactions from patents (1976-2016). Task: Predict the reactants needed to synthesize the given product. (1) Given the product [O:30]1[CH2:31][CH2:32][CH:28]([CH2:27][O:26][CH2:25][C:21]2[N:20]=[C:19]([CH2:18][N:14]3[C:9]4[N:10]=[C:11]([NH2:13])[N:12]=[C:7]([C:5]5[O:6][C:2]([CH3:1])=[CH:3][CH:4]=5)[C:8]=4[N:16]=[N:15]3)[CH:24]=[CH:23][CH:22]=2)[CH2:29]1, predict the reactants needed to synthesize it. The reactants are: [CH3:1][C:2]1[O:6][C:5]([C:7]2[C:8]3[NH:16][N:15]=[N:14][C:9]=3[N:10]=[C:11]([NH2:13])[N:12]=2)=[CH:4][CH:3]=1.Br[CH2:18][C:19]1[CH:24]=[CH:23][CH:22]=[C:21]([CH2:25][O:26][CH2:27][CH:28]2[CH2:32][CH2:31][O:30][CH2:29]2)[N:20]=1. (2) Given the product [Cl:1][C:2]([Cl:7])([Cl:6])[C@@H:3]1[N:8]2[CH2:15][CH2:14][CH2:13][C@H:9]2[C:10](=[O:11])[O:4]1, predict the reactants needed to synthesize it. The reactants are: [Cl:1][C:2]([Cl:7])([Cl:6])[CH:3](O)[OH:4].[NH:8]1[CH2:15][CH2:14][CH2:13][C@H:9]1[C:10](O)=[O:11]. (3) Given the product [C:1]([C:5]1[CH:9]=[C:8]([NH:10][C:11]([NH:13][C:14]2[CH:19]=[CH:18][CH:17]=[C:16]([O:20][C:21]3[C:30]4[C:25](=[CH:26][C:27]([O:33][CH2:34][CH:35]5[CH2:40][CH2:39][N:38]([CH3:43])[CH2:37][CH2:36]5)=[C:28]([O:31][CH3:32])[CH:29]=4)[N:24]=[CH:23][N:22]=3)[CH:15]=2)=[O:12])[O:7][N:6]=1)([CH3:4])([CH3:2])[CH3:3], predict the reactants needed to synthesize it. The reactants are: [C:1]([C:5]1[CH:9]=[C:8]([NH:10][C:11]([NH:13][C:14]2[CH:19]=[CH:18][CH:17]=[C:16]([O:20][C:21]3[C:30]4[C:25](=[CH:26][C:27]([O:33][CH2:34][CH:35]5[CH2:40][CH2:39][NH:38][CH2:37][CH2:36]5)=[C:28]([O:31][CH3:32])[CH:29]=4)[N:24]=[CH:23][N:22]=3)[CH:15]=2)=[O:12])[O:7][N:6]=1)([CH3:4])([CH3:3])[CH3:2].C=O.[C:43](O)(=O)C.C(O[BH-](OC(=O)C)OC(=O)C)(=O)C.[Na+].[OH-].[Na+]. (4) Given the product [C:1]([C:4]1[CH:9]=[CH:8][C:7]([S:10]([NH:14][C:15]2[S:16][CH:17]=[CH:18][N:19]=2)(=[O:12])=[O:11])=[CH:6][CH:5]=1)(=[O:3])[CH3:2], predict the reactants needed to synthesize it. The reactants are: [C:1]([C:4]1[CH:9]=[CH:8][C:7]([S:10](Cl)(=[O:12])=[O:11])=[CH:6][CH:5]=1)(=[O:3])[CH3:2].[NH2:14][C:15]1[S:16][CH:17]=[CH:18][N:19]=1. (5) Given the product [Br:46][CH2:21][C:14]1[C:15]([C:16]([O:18][CH2:19][CH3:20])=[O:17])=[C:11]([NH:10][C:8]([O:7][CH2:6][CH2:5][CH2:4][C:3]2[C:31]([F:35])=[CH:32][CH:33]=[CH:34][C:2]=2[F:1])=[O:9])[S:12][C:13]=1[C:22]1[CH:23]=[CH:24][C:25]([N+:28]([O-:30])=[O:29])=[CH:26][CH:27]=1, predict the reactants needed to synthesize it. The reactants are: [F:1][C:2]1[CH:34]=[CH:33][CH:32]=[C:31]([F:35])[C:3]=1[CH2:4][CH2:5][CH2:6][O:7][C:8]([NH:10][C:11]1[S:12][C:13]([C:22]2[CH:27]=[CH:26][C:25]([N+:28]([O-:30])=[O:29])=[CH:24][CH:23]=2)=[C:14]([CH3:21])[C:15]=1[C:16]([O:18][CH2:19][CH3:20])=[O:17])=[O:9].FC(C1C=CC=CC=1)(F)F.[Br:46]N1C(=O)CCC1=O.N(C(C)(CC(C)C)C#N)=NC(C)(CC(C)C)C#N.